Dataset: Reaction yield outcomes from USPTO patents with 853,638 reactions. Task: Predict the reaction yield, written as a fraction of the theoretical maximum amount of product (1.0 means a 100% yield; for example, 0.34 means a 34% yield). (1) The reactants are [CH3:1][C:2]1([CH3:39])[CH2:7][C:6](=O)[CH2:5][C:4]([CH3:10])([CH3:9])[P:3]1[C:11]1[N:15]([C:16]2[C:17]([C:33]3[CH:38]=[CH:37][CH:36]=[CH:35][CH:34]=3)=[N:18][N:19]([C:27]3[CH:32]=[CH:31][CH:30]=[CH:29][CH:28]=3)[C:20]=2[C:21]2[CH:26]=[CH:25][CH:24]=[CH:23][CH:22]=2)[N:14]=[CH:13][CH:12]=1.C(O)COCCO.O.NN.[OH-].[K+]. The catalyst is CCCCCCC.C(OCC)(=O)C. The product is [C:27]1([N:19]2[C:20]([C:21]3[CH:22]=[CH:23][CH:24]=[CH:25][CH:26]=3)=[C:16]([N:15]3[C:11]([P:3]4[C:2]([CH3:39])([CH3:1])[CH2:7][CH2:6][CH2:5][C:4]4([CH3:10])[CH3:9])=[CH:12][CH:13]=[N:14]3)[C:17]([C:33]3[CH:34]=[CH:35][CH:36]=[CH:37][CH:38]=3)=[N:18]2)[CH:28]=[CH:29][CH:30]=[CH:31][CH:32]=1. The yield is 0.680. (2) The reactants are [Cl:1][C:2]1[CH:7]=[CH:6][CH:5]=[CH:4][C:3]=1[S:8]([NH:11][C:12]1[C:17]([C:18]2[CH:23]=[CH:22][C:21]([CH2:24]Cl)=[CH:20][CH:19]=2)=[N:16][CH:15]=[CH:14][N:13]=1)(=[O:10])=[O:9].[CH3:26][NH:27][C:28]1[CH:33]=[CH:32][CH:31]=[CH:30][CH:29]=1. No catalyst specified. The product is [Cl:1][C:2]1[CH:7]=[CH:6][CH:5]=[CH:4][C:3]=1[S:8]([NH:11][C:12]1[C:17]([C:18]2[CH:19]=[CH:20][C:21]([CH2:24][N:27]([CH3:26])[C:28]3[CH:33]=[CH:32][CH:31]=[CH:30][CH:29]=3)=[CH:22][CH:23]=2)=[N:16][CH:15]=[CH:14][N:13]=1)(=[O:10])=[O:9]. The yield is 0.830.